From a dataset of Reaction yield outcomes from USPTO patents with 853,638 reactions. Predict the reaction yield, written as a fraction of the theoretical maximum amount of product (1.0 means a 100% yield; for example, 0.34 means a 34% yield). The reactants are Br[C:2]1[CH:7]=[CH:6][C:5]([CH3:8])=[CH:4][C:3]=1[CH2:9][N:10]1[CH2:15][CH2:14][N:13]([C:16]([O:18][C:19]([CH3:22])([CH3:21])[CH3:20])=[O:17])[CH2:12][CH2:11]1.[NH:23]1[CH2:28][CH2:27][O:26][CH2:25][CH2:24]1.C1C=CC(P(C2C(C3C(P(C4C=CC=CC=4)C4C=CC=CC=4)=CC=C4C=3C=CC=C4)=C3C(C=CC=C3)=CC=2)C2C=CC=CC=2)=CC=1.C(O[Na])(C)(C)C. The catalyst is O.C1C=CC(/C=C/C(/C=C/C2C=CC=CC=2)=O)=CC=1.C1C=CC(/C=C/C(/C=C/C2C=CC=CC=2)=O)=CC=1.C1C=CC(/C=C/C(/C=C/C2C=CC=CC=2)=O)=CC=1.[Pd].[Pd].C1(C)C=CC=CC=1. The product is [CH3:8][C:5]1[CH:6]=[CH:7][C:2]([N:23]2[CH2:28][CH2:27][O:26][CH2:25][CH2:24]2)=[C:3]([CH2:9][N:10]2[CH2:15][CH2:14][N:13]([C:16]([O:18][C:19]([CH3:22])([CH3:21])[CH3:20])=[O:17])[CH2:12][CH2:11]2)[CH:4]=1. The yield is 0.740.